From a dataset of NCI-60 drug combinations with 297,098 pairs across 59 cell lines. Regression. Given two drug SMILES strings and cell line genomic features, predict the synergy score measuring deviation from expected non-interaction effect. (1) Drug 1: C1CN1P(=S)(N2CC2)N3CC3. Synergy scores: CSS=65.6, Synergy_ZIP=6.67, Synergy_Bliss=7.74, Synergy_Loewe=6.85, Synergy_HSA=7.61. Drug 2: CC(C)CN1C=NC2=C1C3=CC=CC=C3N=C2N. Cell line: MOLT-4. (2) Drug 1: C1=NC2=C(N=C(N=C2N1C3C(C(C(O3)CO)O)F)Cl)N. Drug 2: C#CCC(CC1=CN=C2C(=N1)C(=NC(=N2)N)N)C3=CC=C(C=C3)C(=O)NC(CCC(=O)O)C(=O)O. Cell line: SF-268. Synergy scores: CSS=31.3, Synergy_ZIP=3.08, Synergy_Bliss=2.44, Synergy_Loewe=-17.6, Synergy_HSA=0.848. (3) Synergy scores: CSS=5.59, Synergy_ZIP=-0.304, Synergy_Bliss=1.01, Synergy_Loewe=-22.8, Synergy_HSA=-5.69. Drug 1: CNC(=O)C1=NC=CC(=C1)OC2=CC=C(C=C2)NC(=O)NC3=CC(=C(C=C3)Cl)C(F)(F)F. Cell line: BT-549. Drug 2: CCC1(C2=C(COC1=O)C(=O)N3CC4=CC5=C(C=CC(=C5CN(C)C)O)N=C4C3=C2)O.Cl. (4) Drug 1: CC1=C2C(C(=O)C3(C(CC4C(C3C(C(C2(C)C)(CC1OC(=O)C(C(C5=CC=CC=C5)NC(=O)C6=CC=CC=C6)O)O)OC(=O)C7=CC=CC=C7)(CO4)OC(=O)C)O)C)OC(=O)C. Drug 2: C1C(C(OC1N2C=NC3=C2NC=NCC3O)CO)O. Cell line: SK-OV-3. Synergy scores: CSS=40.4, Synergy_ZIP=13.7, Synergy_Bliss=14.3, Synergy_Loewe=-14.3, Synergy_HSA=12.4. (5) Drug 1: C1=CC(=CC=C1CC(C(=O)O)N)N(CCCl)CCCl.Cl. Drug 2: C1=NC2=C(N=C(N=C2N1C3C(C(C(O3)CO)O)O)F)N. Cell line: NCI/ADR-RES. Synergy scores: CSS=22.6, Synergy_ZIP=-9.29, Synergy_Bliss=-2.80, Synergy_Loewe=-17.8, Synergy_HSA=-3.19. (6) Drug 1: C1CCC(CC1)NC(=O)N(CCCl)N=O. Drug 2: CC(C)(C#N)C1=CC(=CC(=C1)CN2C=NC=N2)C(C)(C)C#N. Cell line: NCIH23. Synergy scores: CSS=7.86, Synergy_ZIP=-8.23, Synergy_Bliss=-6.84, Synergy_Loewe=-5.51, Synergy_HSA=-5.51.